This data is from Full USPTO retrosynthesis dataset with 1.9M reactions from patents (1976-2016). The task is: Predict the reactants needed to synthesize the given product. (1) Given the product [Br:1][C:2]1[CH:3]=[CH:4][C:5]([CH2:8][C:9]([O:11][CH2:12][CH3:13])=[O:10])=[CH:6][CH:7]=1, predict the reactants needed to synthesize it. The reactants are: [Br:1][C:2]1[CH:7]=[CH:6][C:5]([CH2:8][C:9]([OH:11])=[O:10])=[CH:4][CH:3]=1.[C:12]1(C)C=CC(S(O)(=O)=O)=C[CH:13]=1. (2) Given the product [CH3:31][N:32]([CH3:37])[S:27]([N:24]1[CH2:25][CH2:26][N:21]([CH2:20][C:17]2[CH:18]=[CH:19][CH:2]=[C:3]([C@@H:4]([NH:5][C:6]([NH:8][C:9]3[CH:10]=[N:11][C:12]([CH3:15])=[CH:13][CH:14]=3)=[O:7])[CH3:38])[CH:16]=2)[CH2:22][CH2:23]1)(=[O:29])=[O:28], predict the reactants needed to synthesize it. The reactants are: Cl[C:2]1[CH:19]=[CH:18][C:17]([CH2:20][N:21]2[CH2:26][CH2:25][N:24]([S:27](C)(=[O:29])=[O:28])[CH2:23][CH2:22]2)=[CH:16][C:3]=1[CH2:4][NH:5][C:6]([NH:8][C:9]1[CH:10]=[N:11][C:12]([CH3:15])=[CH:13][CH:14]=1)=[O:7].[CH3:31][N:32]([CH3:37])S(Cl)(=O)=O.[CH3:38]S(Cl)(=O)=O. (3) Given the product [C:4]1([NH:7][C:8]2[C:13]([NH2:14])=[CH:12][CH:11]=[CH:10][CH:9]=2)[CH:3]=[CH:2][CH:1]=[CH:6][CH:5]=1, predict the reactants needed to synthesize it. The reactants are: [CH:1]1[CH:6]=[CH:5][C:4]([NH:7][C:8]2[C:13]([N+:14]([O-])=O)=[CH:12][CH:11]=[CH:10][CH:9]=2)=[CH:3][CH:2]=1.[H][H]. (4) Given the product [F:1][C:2]1[CH:10]=[C:9]2[C:5]([C:6]([C:11]3[CH:12]=[CH:13][C:14]4[S:18](=[O:20])(=[O:19])[N:17]([CH2:21][C:22]([N:29]([CH3:30])[CH3:28])=[O:23])[CH:16]([CH3:25])[C:15]=4[CH:26]=3)=[CH:7][NH:8]2)=[CH:4][CH:3]=1, predict the reactants needed to synthesize it. The reactants are: [F:1][C:2]1[CH:10]=[C:9]2[C:5]([C:6]([C:11]3[CH:12]=[CH:13][C:14]4[S:18](=[O:20])(=[O:19])[N:17]([CH2:21][C:22](O)=[O:23])[CH:16]([CH3:25])[C:15]=4[CH:26]=3)=[CH:7][NH:8]2)=[CH:4][CH:3]=1.Cl.[CH3:28][NH:29][CH3:30].CCN(C(C)C)C(C)C.CN(C(ON1N=NC2C=CC=NC1=2)=[N+](C)C)C.F[P-](F)(F)(F)(F)F. (5) Given the product [C:1]([C:3]1([CH2:29][OH:30])[CH2:8][CH2:7][N:6]([C:9]([O:11][CH2:12][C:13]2[CH:14]=[CH:15][CH:16]=[CH:17][CH:18]=2)=[O:10])[CH2:5][CH2:4]1)#[N:2], predict the reactants needed to synthesize it. The reactants are: [C:1]([CH:3]1[CH2:8][CH2:7][N:6]([C:9]([O:11][CH2:12][C:13]2[CH:18]=[CH:17][CH:16]=[CH:15][CH:14]=2)=[O:10])[CH2:5][CH2:4]1)#[N:2].[Li+].C[Si]([N-][Si](C)(C)C)(C)C.[CH2:29]=[O:30]. (6) Given the product [F:26][C:22]1[CH:21]=[C:20]([C@:6]23[CH2:18][CH2:17][C:12]4([O:16][CH2:15][CH2:14][O:13]4)[C@@H:11]([CH3:19])[C@@H:7]2[CH2:8][CH2:9][C:10]2[C:5]3=[N:4][N:3]([S:27]([N:30]([CH3:31])[CH3:32])(=[O:28])=[O:29])[C:2]=2[C:47]2[CH:52]=[CH:51][CH:50]=[C:49]([CH2:53][CH2:54][CH2:55][OH:56])[CH:48]=2)[CH:25]=[CH:24][CH:23]=1, predict the reactants needed to synthesize it. The reactants are: Cl[C:2]1[N:3]([S:27]([N:30]([CH3:32])[CH3:31])(=[O:29])=[O:28])[N:4]=[C:5]2[C:10]=1[CH2:9][CH2:8][C@H:7]1[C@H:11]([CH3:19])[C:12]3([CH2:17][CH2:18][C@:6]21[C:20]1[CH:25]=[CH:24][CH:23]=[C:22]([F:26])[CH:21]=1)[O:16][CH2:15][CH2:14][O:13]3.C(=O)([O-])[O-].[Cs+].[Cs+].CC1(C)C(C)(C)OB([C:47]2[CH:48]=[C:49]([CH2:53][CH2:54][CH2:55][OH:56])[CH:50]=[CH:51][CH:52]=2)O1. (7) Given the product [I:1][C:11]1[CH:12]=[C:6]([N+:3]([O-:5])=[O:4])[CH:7]=[CH:8][C:9]=1[NH2:10], predict the reactants needed to synthesize it. The reactants are: [I:1]I.[N+:3]([C:6]1[CH:12]=[CH:11][C:9]([NH2:10])=[CH:8][CH:7]=1)([O-:5])=[O:4]. (8) Given the product [Cl:1][C:2]1[CH:3]=[CH:4][CH:5]=[C:6]2[C:10]=1[N:9]([CH:11]1[CH2:15][CH2:14][CH2:13][CH2:12]1)[N:8]=[C:7]2[C:16]1[CH:21]=[CH:20][C:19]([OH:22])=[CH:18][C:17]=1[CH3:24], predict the reactants needed to synthesize it. The reactants are: [Cl:1][C:2]1[CH:3]=[CH:4][CH:5]=[C:6]2[C:10]=1[N:9]([CH:11]1[CH2:15][CH2:14][CH2:13][CH2:12]1)[N:8]=[C:7]2[C:16]1[CH:21]=[CH:20][C:19]([O:22]C)=[CH:18][C:17]=1[CH3:24].B(Br)(Br)Br.C1CCCCC=1. (9) Given the product [Br:1][C:2]1[CH:7]=[CH:6][C:5]([CH:8]2[NH:9][C:10](=[O:11])[N:20]([C:21]3[CH:26]=[CH:25][CH:24]=[C:23]([C:27]([F:28])([F:30])[F:29])[CH:22]=3)[C:18]3[CH2:17][CH2:16][NH:15][C:14](=[O:13])[C:19]2=3)=[CH:4][CH:3]=1, predict the reactants needed to synthesize it. The reactants are: [Br:1][C:2]1[CH:7]=[CH:6][C:5]([CH:8](Cl)[N:9]=[C:10]=[O:11])=[CH:4][CH:3]=1.[O:13]=[C:14]1[CH:19]=[C:18]([NH:20][C:21]2[CH:26]=[CH:25][CH:24]=[C:23]([C:27]([F:30])([F:29])[F:28])[CH:22]=2)[CH2:17][CH2:16][N:15]1C(OC(C)(C)C)=O.CO.